From a dataset of NCI-60 drug combinations with 297,098 pairs across 59 cell lines. Regression. Given two drug SMILES strings and cell line genomic features, predict the synergy score measuring deviation from expected non-interaction effect. (1) Drug 1: CN(C)C1=NC(=NC(=N1)N(C)C)N(C)C. Drug 2: CC(C1=C(C=CC(=C1Cl)F)Cl)OC2=C(N=CC(=C2)C3=CN(N=C3)C4CCNCC4)N. Cell line: OVCAR-5. Synergy scores: CSS=1.76, Synergy_ZIP=-0.590, Synergy_Bliss=-1.77, Synergy_Loewe=-11.3, Synergy_HSA=-5.90. (2) Drug 1: CCN(CC)CCCC(C)NC1=C2C=C(C=CC2=NC3=C1C=CC(=C3)Cl)OC. Drug 2: C1CNP(=O)(OC1)N(CCCl)CCCl. Cell line: MOLT-4. Synergy scores: CSS=37.3, Synergy_ZIP=1.92, Synergy_Bliss=3.05, Synergy_Loewe=-27.9, Synergy_HSA=1.92. (3) Drug 1: C1=CC(=CC=C1CCC2=CNC3=C2C(=O)NC(=N3)N)C(=O)NC(CCC(=O)O)C(=O)O. Cell line: HCT116. Drug 2: CC1=C(C=C(C=C1)C(=O)NC2=CC(=CC(=C2)C(F)(F)F)N3C=C(N=C3)C)NC4=NC=CC(=N4)C5=CN=CC=C5. Synergy scores: CSS=35.7, Synergy_ZIP=1.96, Synergy_Bliss=-1.36, Synergy_Loewe=-18.8, Synergy_HSA=-1.43.